Dataset: Reaction yield outcomes from USPTO patents with 853,638 reactions. Task: Predict the reaction yield, written as a fraction of the theoretical maximum amount of product (1.0 means a 100% yield; for example, 0.34 means a 34% yield). (1) The reactants are [CH3:1][O:2][C:3]1[CH:12]=[CH:11][CH:10]=[C:9]2[C:4]=1[CH2:5][CH2:6][CH2:7][C:8]2=[O:13].[N-:14]=[N+]=[N-].[Na+]. No catalyst specified. The product is [CH3:1][O:2][C:3]1[C:4]2[CH2:5][CH2:6][CH2:7][C:8](=[O:13])[NH:14][C:9]=2[CH:10]=[CH:11][CH:12]=1. The yield is 0.755. (2) The yield is 0.770. The reactants are [CH3:1][C:2]1[CH:3]=[C:4]([CH2:9][CH:10]([NH:17]S(C(C)(C)C)=O)[C:11]2[CH:12]=[N:13][N:14]([CH3:16])[CH:15]=2)[CH:5]=[C:6]([CH3:8])[CH:7]=1.Cl. The product is [CH3:1][C:2]1[CH:3]=[C:4]([CH2:9][CH:10]([NH2:17])[C:11]2[CH:12]=[N:13][N:14]([CH3:16])[CH:15]=2)[CH:5]=[C:6]([CH3:8])[CH:7]=1. The catalyst is CO.O1CCOCC1. (3) The reactants are N[C:2]1[C:7]([N+:8]([O-:10])=[O:9])=[C:6]([CH3:11])[C:5]([Cl:12])=[CH:4][N:3]=1.Br[C:14]1[C:19]([N+:20]([O-:22])=[O:21])=[C:18]([CH3:23])[C:17]([Cl:24])=[CH:16][N:15]=1.I([O-])(=O)(=O)=O.[Na+].[OH2:31]. The catalyst is C1COCC1.[Os](=O)(=O)(=O)=O. The product is [Cl:12][C:5]1[C:6]([CH3:11])=[C:7]([N+:8]([O-:10])=[O:9])[C:2]([CH:14]=[O:31])=[N:3][CH:4]=1.[Cl:24][C:17]1[C:18]([CH3:23])=[C:19]([N+:20]([O-:22])=[O:21])[C:14]([CH:2]=[CH2:7])=[N:15][CH:16]=1. The yield is 0.560. (4) The reactants are [NH2:1][C:2]1[C:7]([F:8])=[C:6]([F:9])[CH:5]=[CH:4][C:3]=1[OH:10].Cl[CH2:12][C:13](Cl)=[O:14].C([O-])([O-])=O.[K+].[K+]. No catalyst specified. The product is [F:8][C:7]1[C:2]2[NH:1][C:13](=[O:14])[CH2:12][O:10][C:3]=2[CH:4]=[CH:5][C:6]=1[F:9]. The yield is 0.145. (5) The yield is 1.00. The catalyst is ClCCl. The product is [F:45][C:46]([F:51])([F:50])[C:47]([OH:49])=[O:48].[Cl:19][C:15]1[C:14]([F:20])=[C:13]([CH:12]2[C:11]([C:23]3[CH:28]=[CH:27][C:26]([Cl:29])=[CH:25][C:24]=3[F:30])([C:21]#[N:22])[CH:10]([CH2:31][C:32]3([CH2:36][OH:37])[CH2:33][CH2:34][CH2:35]3)[NH:9][CH:8]2[C:6]([OH:7])=[O:5])[CH:18]=[CH:17][CH:16]=1. The reactants are C([O:5][C:6]([CH:8]1[CH:12]([C:13]2[CH:18]=[CH:17][CH:16]=[C:15]([Cl:19])[C:14]=2[F:20])[C:11]([C:23]2[CH:28]=[CH:27][C:26]([Cl:29])=[CH:25][C:24]=2[F:30])([C:21]#[N:22])[CH:10]([CH2:31][C:32]2([C:36](C)(C)[O:37][SiH2]C(C)(C)C)[CH2:35][CH2:34][CH2:33]2)[NH:9]1)=[O:7])(C)(C)C.[F:45][C:46]([F:51])([F:50])[C:47]([OH:49])=[O:48].